From a dataset of Forward reaction prediction with 1.9M reactions from USPTO patents (1976-2016). Predict the product of the given reaction. (1) Given the reactants [F:1][C:2]1[CH:7]=[C:6]([N+:8]([O-])=O)[C:5]([O:11][CH3:12])=[CH:4][C:3]=1[CH2:13][CH2:14][N:15]1[CH2:20][CH2:19][O:18][CH2:17][CH2:16]1, predict the reaction product. The product is: [F:1][C:2]1[C:3]([CH2:13][CH2:14][N:15]2[CH2:16][CH2:17][O:18][CH2:19][CH2:20]2)=[CH:4][C:5]([O:11][CH3:12])=[C:6]([CH:7]=1)[NH2:8]. (2) Given the reactants C(S[C:5]1[CH:10]=[CH:9][C:8]([N:11]2[C:16](=[O:17])[C:15]([CH2:18][C:19]3[CH:24]=[CH:23][C:22]([C:25]4[CH:30]=[CH:29][CH:28]=[CH:27][C:26]=4[C:31]4[NH:35][C:34](=[O:36])[O:33][N:32]=4)=[CH:21][CH:20]=3)=[C:14]([CH2:37][CH2:38][CH3:39])[N:13]=[C:12]2[CH3:40])=[CH:7][CH:6]=1)(C)C.Cl[C:42]1[CH:43]=C(C(OO)=O)C=C[CH:47]=1.C(OCC)(=O)C.[S:58]([O-:62])([O-])(=[O:60])=S.[Na+].[Na+], predict the reaction product. The product is: [CH:42]([S:58]([C:5]1[CH:10]=[CH:9][C:8]([N:11]2[C:16](=[O:17])[C:15]([CH2:18][C:19]3[CH:24]=[CH:23][C:22]([C:25]4[CH:30]=[CH:29][CH:28]=[CH:27][C:26]=4[C:31]4[NH:35][C:34](=[O:36])[O:33][N:32]=4)=[CH:21][CH:20]=3)=[C:14]([CH2:37][CH2:38][CH3:39])[N:13]=[C:12]2[CH3:40])=[CH:7][CH:6]=1)(=[O:62])=[O:60])([CH3:43])[CH3:47]. (3) Given the reactants [C:1]([C:3]1[C:4]([CH2:21][C:22]([O:24]CC)=O)=[N:5][C:6]([NH:9][CH2:10][C:11]([F:20])([F:19])[C:12]2[CH:17]=[CH:16][CH:15]=[CH:14][N+:13]=2[O-:18])=[N:7][CH:8]=1)#[N:2].O.[OH-].[Li+].[OH-].[Li+].Cl.[Cl:33][C:34]1[CH:35]=[C:36]([CH:39]=[CH:40][CH:41]=1)[CH2:37][NH2:38].ON1C2N=CC=CC=2N=N1.C(N=C=NCCCN(C)C)C, predict the reaction product. The product is: [Cl:33][C:34]1[CH:35]=[C:36]([CH:39]=[CH:40][CH:41]=1)[CH2:37][NH:38][C:22](=[O:24])[CH2:21][C:4]1[C:3]([C:1]#[N:2])=[CH:8][N:7]=[C:6]([NH:9][CH2:10][C:11]([F:20])([F:19])[C:12]2[CH:17]=[CH:16][CH:15]=[CH:14][N+:13]=2[O-:18])[N:5]=1. (4) Given the reactants Cl[C:2](=[O:8])[C:3]([O:5][CH2:6][CH3:7])=[O:4].[Cl-].[Al+3].[Cl-].[Cl-].[Br:13][C:14]1[CH:18]=[C:17]([CH3:19])[S:16][C:15]=1[Cl:20].O, predict the reaction product. The product is: [Br:13][C:14]1[C:18]([C:2](=[O:8])[C:3]([O:5][CH2:6][CH3:7])=[O:4])=[C:17]([CH3:19])[S:16][C:15]=1[Cl:20]. (5) Given the reactants [I:1][C:2]1[C:7]2[C:8](=[O:21])[C:9]3[CH:16]=[CH:15][CH:14]=[C:13]([C:17](OC)=[O:18])[C:10]=3[CH:11]=[CH:12][C:6]=2[CH:5]=[CH:4][CH:3]=1.[H-].C([Al+]CC(C)C)C(C)C.O.C(OCC)(=O)C, predict the reaction product. The product is: [OH:18][CH2:17][C:13]1[C:10]2[CH:11]=[CH:12][C:6]3[CH:5]=[CH:4][CH:3]=[C:2]([I:1])[C:7]=3[CH:8]([OH:21])[C:9]=2[CH:16]=[CH:15][CH:14]=1. (6) Given the reactants [NH2:1][C:2]1[C:10]2[CH2:9][CH2:8][N:7]([C:11]3[CH:16]=[CH:15][C:14]([CH3:17])=[CH:13][CH:12]=3)[C:6](=[O:18])[C:5]=2[NH:4][N:3]=1.[C:19](=[O:22])([O-])[O-].[K+].[K+].[CH3:25][O:26][C:27]1[C:44]([O:45][CH3:46])=[C:43]([O:47][CH3:48])[CH:42]=[CH:41][C:28]=1[CH2:29][N:30]1[CH2:35][CH2:34][N:33]([C:36](=O)[CH2:37]CCl)[CH2:32][CH2:31]1, predict the reaction product. The product is: [NH2:1][C:2]1[C:10]2[CH2:9][CH2:8][N:7]([C:11]3[CH:16]=[CH:15][C:14]([CH3:17])=[CH:13][CH:12]=3)[C:6](=[O:18])[C:5]=2[N:4]([C:19](=[O:22])[CH2:37][CH2:36][N:33]2[CH2:34][CH2:35][N:30]([CH2:29][C:28]3[CH:41]=[CH:42][C:43]([O:47][CH3:48])=[C:44]([O:45][CH3:46])[C:27]=3[O:26][CH3:25])[CH2:31][CH2:32]2)[N:3]=1.